This data is from Full USPTO retrosynthesis dataset with 1.9M reactions from patents (1976-2016). The task is: Predict the reactants needed to synthesize the given product. (1) Given the product [ClH:30].[N:3]1([CH:9]2[CH2:14][CH2:13][N:12]([C:15](=[O:29])[CH2:16][CH2:17][C:18]3[N:19]([CH2:23][C:24]([OH:26])=[O:25])[CH:20]=[CH:21][N:22]=3)[CH2:11][CH2:10]2)[CH2:8][CH2:7][CH2:6][CH2:5][CH2:4]1, predict the reactants needed to synthesize it. The reactants are: [OH-].[Na+].[N:3]1([CH:9]2[CH2:14][CH2:13][N:12]([C:15](=[O:29])[CH2:16][CH2:17][C:18]3[N:19]([CH2:23][C:24]([O:26]CC)=[O:25])[CH:20]=[CH:21][N:22]=3)[CH2:11][CH2:10]2)[CH2:8][CH2:7][CH2:6][CH2:5][CH2:4]1.[ClH:30]. (2) Given the product [CH:1]1([C:4]2[N:26]([CH2:27][CH2:28][CH2:29][CH2:30][CH2:31][CH2:32][C:33]([OH:35])=[O:34])[C:7]3=[N:8][C:9]([C:19]4[CH:20]=[CH:21][C:22]([CH3:25])=[CH:23][CH:24]=4)=[C:10]([C:12]4[CH:13]=[CH:14][C:15]([CH3:18])=[CH:16][CH:17]=4)[N:11]=[C:6]3[CH:5]=2)[CH2:3][CH2:2]1, predict the reactants needed to synthesize it. The reactants are: [CH:1]1([C:4]2[N:26]([CH2:27][CH2:28][CH2:29][CH2:30][CH2:31][CH2:32][C:33]([O:35]CC)=[O:34])[C:7]3=[N:8][C:9]([C:19]4[CH:24]=[CH:23][C:22]([CH3:25])=[CH:21][CH:20]=4)=[C:10]([C:12]4[CH:17]=[CH:16][C:15]([CH3:18])=[CH:14][CH:13]=4)[N:11]=[C:6]3[CH:5]=2)[CH2:3][CH2:2]1.[OH-].[Na+].O.Cl. (3) Given the product [Br:28][C:26]1[CH:25]=[CH:24][C:23]([Cl:29])=[C:22]([CH2:21][C:17]2[S:18][C:19]([CH2:30][CH3:31])=[CH:20][CH:15]=2)[CH:27]=1, predict the reactants needed to synthesize it. The reactants are: BrC1C=CC(Cl)=C(C2C=C(CC)SC=2[C:15]([C:17]2[S:18][C:19]([CH2:30][CH3:31])=[CH:20][C:21]=2[C:22]2[CH:27]=[C:26]([Br:28])[CH:25]=[CH:24][C:23]=2[Cl:29])=O)C=1.C([SiH](CC)CC)C.B(F)(F)F.C(=O)([O-])O.[Na+]. (4) Given the product [CH3:12][O:13][C:14]([C:15]1[CH:20]=[CH:19][C:18]([C:4]2[CH:5]=[CH:6][C:7]([F:8])=[C:2]([F:1])[CH:3]=2)=[CH:17][CH:16]=1)=[O:22], predict the reactants needed to synthesize it. The reactants are: [F:1][C:2]1[CH:3]=[C:4](B(O)O)[CH:5]=[CH:6][C:7]=1[F:8].[CH3:12][O:13][C:14](=[O:22])[C:15]1[CH:20]=[CH:19][C:18](Br)=[CH:17][CH:16]=1.P([O-])([O-])([O-])=O.[K+].[K+].[K+]. (5) The reactants are: [CH2:1]([O:3][C:4](=[O:17])[C:5]([O:8][C:9]1[CH:14]=[CH:13][C:12]([OH:15])=[CH:11][C:10]=1[CH3:16])([CH3:7])[CH3:6])[CH3:2].Cl[CH2:19][C:20]1[C:21]([CH2:36][CH2:37][O:38][CH3:39])=[N:22][C:23]([C:26]2[CH:31]=[CH:30][C:29]([C:32]([F:35])([F:34])[F:33])=[CH:28][CH:27]=2)=[N:24][CH:25]=1.[I-].[Na+]. Given the product [CH2:1]([O:3][C:4](=[O:17])[C:5]([O:8][C:9]1[CH:14]=[CH:13][C:12]([O:15][CH2:19][C:20]2[C:21]([CH2:36][CH2:37][O:38][CH3:39])=[N:22][C:23]([C:26]3[CH:27]=[CH:28][C:29]([C:32]([F:35])([F:34])[F:33])=[CH:30][CH:31]=3)=[N:24][CH:25]=2)=[CH:11][C:10]=1[CH3:16])([CH3:6])[CH3:7])[CH3:2], predict the reactants needed to synthesize it. (6) Given the product [Cl:16][C:13]1[CH:14]=[CH:15][C:6]([O:5][CH2:4][C:3]([OH:31])=[O:2])=[C:7]2[C:12]=1[N:11]=[C:10]([CH2:17][CH3:18])[C:9]([CH2:19][C:20]1[CH:21]=[CH:22][C:23]([Cl:26])=[CH:24][CH:25]=1)=[C:8]2[O:27][CH:28]([F:30])[F:29], predict the reactants needed to synthesize it. The reactants are: C[O:2][C:3](=[O:31])[CH2:4][O:5][C:6]1[CH:15]=[CH:14][C:13]([Cl:16])=[C:12]2[C:7]=1[C:8]([O:27][CH:28]([F:30])[F:29])=[C:9]([CH2:19][C:20]1[CH:25]=[CH:24][C:23]([Cl:26])=[CH:22][CH:21]=1)[C:10]([CH2:17][CH3:18])=[N:11]2.[OH-].[Li+]. (7) Given the product [F:19][C:18]([F:21])([F:20])[C:15]1[CH:16]=[CH:17][C:12]([O:11][C:8]2[CH:9]=[CH:10][C:5]([O:4][C:2]([N:32]3[CH2:33][CH2:34][N:29]([CH2:28][C:26]4[S:27][C:23]([Cl:22])=[CH:24][CH:25]=4)[CH2:30][CH2:31]3)=[O:3])=[CH:6][CH:7]=2)=[N:13][CH:14]=1, predict the reactants needed to synthesize it. The reactants are: Cl[C:2]([O:4][C:5]1[CH:10]=[CH:9][C:8]([O:11][C:12]2[CH:17]=[CH:16][C:15]([C:18]([F:21])([F:20])[F:19])=[CH:14][N:13]=2)=[CH:7][CH:6]=1)=[O:3].[Cl:22][C:23]1[S:27][C:26]([CH2:28][N:29]2[CH2:34][CH2:33][NH:32][CH2:31][CH2:30]2)=[CH:25][CH:24]=1.[K+].[Br-]. (8) Given the product [NH:1]([C:66]([O:68][C:69]([CH3:70])([CH3:72])[CH3:71])=[O:67])[CH2:2][C:3]([NH:5][C@H:6]([C:24]([N:26]1[CH2:65][CH2:64][CH2:63][C@H:27]1[C:28]([NH:30][C@H:31]([C:33]([NH:35][C@H:36]([C:53]([OH:55])=[O:54])[CH2:37][CH2:38][CH2:39][CH2:40][NH:41][C:42]([O:44][CH2:45][C:46]1[CH:52]=[CH:51][CH:50]=[CH:49][C:47]=1[Cl:48])=[O:43])=[O:34])[CH3:32])=[O:29])=[O:25])[CH2:7][CH2:8][CH2:9][NH:10][C:11](=[NH:23])[NH:12][S:13]([C:16]1[CH:17]=[CH:18][C:19]([CH3:20])=[CH:21][CH:22]=1)(=[O:14])=[O:15])=[O:4], predict the reactants needed to synthesize it. The reactants are: [NH:1]([C:66]([O:68][C:69]([CH3:72])([CH3:71])[CH3:70])=[O:67])[CH2:2][C:3]([NH:5][C@H:6]([C:24]([N:26]1[CH2:65][CH2:64][CH2:63][C@H:27]1[C:28]([NH:30][C@H:31]([C:33]([NH:35][C@H:36]([C:53]([O:55]CC1C=CC=CC=1)=[O:54])[CH2:37][CH2:38][CH2:39][CH2:40][NH:41][C:42]([O:44][CH2:45][C:46]1[CH:52]=[CH:51][CH:50]=[CH:49][C:47]=1[Cl:48])=[O:43])=[O:34])[CH3:32])=[O:29])=[O:25])[CH2:7][CH2:8][CH2:9][NH:10][C:11](=[NH:23])[NH:12][S:13]([C:16]1[CH:22]=[CH:21][C:19]([CH3:20])=[CH:18][CH:17]=1)(=[O:15])=[O:14])=[O:4].[OH-].[Na+].C(Cl)(Cl)Cl.CO. (9) Given the product [CH3:9][O:8][C:6]1[CH:5]=[CH:4][C:3]([CH2:10][C:12]2[CH:17]=[CH:16][CH:15]=[C:14]([O:18][CH3:19])[CH:13]=2)=[C:2]([OH:1])[CH:7]=1, predict the reactants needed to synthesize it. The reactants are: [OH:1][C:2]1[CH:7]=[C:6]([O:8][CH3:9])[CH:5]=[CH:4][C:3]=1[C:10]([C:12]1[CH:17]=[CH:16][CH:15]=[C:14]([O:18][CH3:19])[CH:13]=1)=O.C(N(CC)CC)C.ClC(OC)=O.